Dataset: Full USPTO retrosynthesis dataset with 1.9M reactions from patents (1976-2016). Task: Predict the reactants needed to synthesize the given product. (1) Given the product [F:25][C:21]1[C:22]([F:24])=[CH:23][C:18]([C:15]2[CH:16]=[CH:17][C:12]([O:11][CH2:10][C:6]3[CH:7]=[CH:8][CH:9]=[C:4]4[C:5]=3[NH:28][N:29]([CH2:30][C:31]([OH:33])=[O:32])[C:3]4=[O:43])=[CH:13][CH:14]=2)=[C:19]([O:26][CH3:27])[CH:20]=1, predict the reactants needed to synthesize it. The reactants are: CO[C:3](=[O:43])[C:4]1[CH:9]=[CH:8][CH:7]=[C:6]([CH2:10][O:11][C:12]2[CH:17]=[CH:16][C:15]([C:18]3[CH:23]=[C:22]([F:24])[C:21]([F:25])=[CH:20][C:19]=3[O:26][CH3:27])=[CH:14][CH:13]=2)[C:5]=1[NH:28][N:29](C(OC(C)(C)C)=O)[CH2:30][C:31]([O:33]CC)=[O:32].Cl. (2) Given the product [ClH:1].[Cl:1][C:2]1[CH:3]=[C:4]2[C:8](=[CH:9][C:10]=1[F:11])[NH:7][C:6](=[O:12])[C:5]2([CH2:15][CH2:16][CH2:17][CH2:18][N:30]1[CH2:29][CH2:28][N:27]([C:23]2[CH:24]=[CH:25][CH:26]=[C:21]([Cl:20])[CH:22]=2)[CH2:32][CH2:31]1)[CH2:13][CH3:14], predict the reactants needed to synthesize it. The reactants are: [Cl:1][C:2]1[CH:3]=[C:4]2[C:8](=[CH:9][C:10]=1[F:11])[NH:7][C:6](=[O:12])[C:5]2([CH2:15][CH2:16][CH2:17][CH2:18]Cl)[CH2:13][CH3:14].[Cl:20][C:21]1[CH:22]=[C:23]([N:27]2[CH2:32][CH2:31][NH:30][CH2:29][CH2:28]2)[CH:24]=[CH:25][CH:26]=1. (3) Given the product [F:1][C:2]1[CH:3]=[CH:4][C:5]2[CH2:11][C:10]3[CH:12]=[CH:13][CH:14]=[CH:15][C:9]=3[C:8]3([CH2:16][CH:17]=[CH:18][CH2:19]3)[C:7](=[O:22])[C:6]=2[CH:23]=1, predict the reactants needed to synthesize it. The reactants are: [F:1][C:2]1[CH:3]=[CH:4][C:5]2[CH2:11][C:10]3[CH:12]=[CH:13][CH:14]=[CH:15][C:9]=3[C:8]([CH2:19]C=C)([CH2:16][CH:17]=[CH2:18])[C:7](=[O:22])[C:6]=2[CH:23]=1. (4) Given the product [Cl:13][C:14]1[N:15]=[C:16]2[CH:21]=[CH:20][C:19]([CH:4]3[CH2:5][CH2:6]3)=[N:18][N:17]2[C:23]=1[S:24]([N:27]=[CH:28][N:29]([CH2:34][CH:35]([CH3:37])[CH3:36])[CH2:30][CH:31]([CH3:32])[CH3:33])(=[O:25])=[O:26], predict the reactants needed to synthesize it. The reactants are: [Mg].II.[CH:4]1(Br)[CH2:6][CH2:5]1.C1([Mg]Br)CC1.[Cl:13][C:14]1[N:15]=[C:16]2[CH:21]=[CH:20][C:19](Cl)=[N:18][N:17]2[C:23]=1[S:24]([N:27]=[CH:28][N:29]([CH2:34][CH:35]([CH3:37])[CH3:36])[CH2:30][CH:31]([CH3:33])[CH3:32])(=[O:26])=[O:25].Cl. (5) Given the product [F:21][C:18]1[CH:19]=[CH:20][C:15]([O:14][C:6]2[CH:7]=[CH:8][C:9]([N+:11]([O-:13])=[O:12])=[CH:10][C:5]=2[C:4]([OH:22])=[O:3])=[CH:16][CH:17]=1, predict the reactants needed to synthesize it. The reactants are: C([O:3][C:4](=[O:22])[C:5]1[CH:10]=[C:9]([N+:11]([O-:13])=[O:12])[CH:8]=[CH:7][C:6]=1[O:14][C:15]1[CH:20]=[CH:19][C:18]([F:21])=[CH:17][CH:16]=1)C.[OH-].[Na+].